From a dataset of Full USPTO retrosynthesis dataset with 1.9M reactions from patents (1976-2016). Predict the reactants needed to synthesize the given product. (1) Given the product [Cl:1][C:2]1[CH:3]=[C:4]([F:31])[C:5]([C:25]2[N:29]=[C:28]([CH3:30])[O:27][N:26]=2)=[C:6]([C:8]2[CH:9]=[C:10]3[C:14](=[CH:15][CH:16]=2)[C@@H:13]([NH:17][C:18]([C:20]2([NH:24][C:38]([C:36]4[O:35][N:34]=[C:33]([CH3:32])[CH:37]=4)=[O:39])[CH2:21][O:22][CH2:23]2)=[O:19])[CH2:12][CH2:11]3)[CH:7]=1, predict the reactants needed to synthesize it. The reactants are: [Cl:1][C:2]1[CH:3]=[C:4]([F:31])[C:5]([C:25]2[N:29]=[C:28]([CH3:30])[O:27][N:26]=2)=[C:6]([C:8]2[CH:9]=[C:10]3[C:14](=[CH:15][CH:16]=2)[C@@H:13]([NH:17][C:18]([C:20]2([NH2:24])[CH2:23][O:22][CH2:21]2)=[O:19])[CH2:12][CH2:11]3)[CH:7]=1.[CH3:32][C:33]1[CH:37]=[C:36]([C:38](O)=[O:39])[O:35][N:34]=1. (2) Given the product [Cl:1][C:2]1[N:10]=[C:9]2[C:5]([N:6]=[CH:7][N:8]2[CH2:11][CH2:12][CH3:13])=[C:4]([NH:23][CH2:22][C:20]2[S:21][C:17]([CH3:16])=[CH:18][CH:19]=2)[N:3]=1, predict the reactants needed to synthesize it. The reactants are: [Cl:1][C:2]1[N:10]=[C:9]2[C:5]([N:6]=[CH:7][N:8]2[CH2:11][CH2:12][CH3:13])=[C:4](Cl)[N:3]=1.Cl.[CH3:16][C:17]1[S:21][C:20]([CH2:22][NH2:23])=[CH:19][CH:18]=1.C(N(CC)CC)C.O.